Task: Predict the reactants needed to synthesize the given product.. Dataset: Full USPTO retrosynthesis dataset with 1.9M reactions from patents (1976-2016) Given the product [CH3:1][C:2]1[CH:14]=[C:13]([C:15]2[CH2:19][C@:18]([C:24]3[CH:29]=[C:28]([Cl:30])[C:27]([Cl:31])=[C:26]([Cl:32])[CH:25]=3)([C:20]([F:21])([F:22])[F:23])[O:17][N:16]=2)[CH:12]=[CH:11][C:3]=1[C:4]([NH:6][CH:7]1[CH2:8][S+:9]([O-:41])[CH2:10]1)=[O:5], predict the reactants needed to synthesize it. The reactants are: [CH3:1][C:2]1[CH:14]=[C:13]([C:15]2[CH2:19][C@:18]([C:24]3[CH:29]=[C:28]([Cl:30])[C:27]([Cl:31])=[C:26]([Cl:32])[CH:25]=3)([C:20]([F:23])([F:22])[F:21])[O:17][N:16]=2)[CH:12]=[CH:11][C:3]=1[C:4]([NH:6][CH:7]1[CH2:10][S:9][CH2:8]1)=[O:5].C1C=C(Cl)C=C(C(OO)=[O:41])C=1.[O-]S([O-])(=S)=O.[Na+].[Na+].